Dataset: Catalyst prediction with 721,799 reactions and 888 catalyst types from USPTO. Task: Predict which catalyst facilitates the given reaction. (1) Reactant: CC([O-])(C)C.[K+].[CH3:7][CH2:8][O:9][C:10]([CH2:12]P(OCC)(OCC)=O)=[O:11].[CH3:21][N:22]([CH3:36])[C:23]1([C:30]2[CH:35]=[CH:34][CH:33]=[CH:32][CH:31]=2)[CH2:28][CH2:27][C:26](=O)[CH2:25][CH2:24]1. Product: [CH2:8]([O:9][C:10](=[O:11])[CH:12]=[C:26]1[CH2:25][CH2:24][C:23]([N:22]([CH3:36])[CH3:21])([C:30]2[CH:35]=[CH:34][CH:33]=[CH:32][CH:31]=2)[CH2:28][CH2:27]1)[CH3:7]. The catalyst class is: 9. (2) Reactant: [S:1]1[CH:5]=[CH:4][CH:3]=[CH:2]1.C([Li])CCC.[S:11]1[CH:15]=[CH:14][CH:13]=[C:12]1[Li].[B:17](OC(C)(C)C)(OC(C)(C)C)[O:18]C(C)(C)C. Product: [S:1]1[CH:5]=[CH:4][CH:3]=[C:2]1[B:17]([C:12]1[S:11][CH:15]=[CH:14][CH:13]=1)[OH:18]. The catalyst class is: 323.